This data is from Full USPTO retrosynthesis dataset with 1.9M reactions from patents (1976-2016). The task is: Predict the reactants needed to synthesize the given product. (1) Given the product [CH:11]1([CH:8]2[CH2:7][C:6]3[CH:5]=[C:4]([S:14]([CH3:17])(=[O:16])=[O:15])[CH:3]=[C:2]([C:35]4[C:34]5[C:29](=[CH:30][CH:31]=[CH:32][CH:33]=5)[C:28](=[O:46])[N:27]([CH3:26])[CH:36]=4)[C:10]=3[O:9]2)[CH2:13][CH2:12]1, predict the reactants needed to synthesize it. The reactants are: Br[C:2]1[C:10]2[O:9][CH:8]([CH:11]3[CH2:13][CH2:12]3)[CH2:7][C:6]=2[CH:5]=[C:4]([S:14]([CH3:17])(=[O:16])=[O:15])[CH:3]=1.[O-]P([O-])([O-])=O.[K+].[K+].[K+].[CH3:26][N:27]1[CH:36]=[C:35](B2OC(C)(C)C(C)(C)O2)[C:34]2[C:29](=[CH:30][CH:31]=[CH:32][CH:33]=2)[C:28]1=[O:46]. (2) Given the product [Cl:36][C:33]1[CH:34]=[CH:35][C:30]([C@H:5]([N:6]2[C:15](=[O:16])[C:14]3[C:9](=[CH:10][CH:11]=[CH:12][CH:13]=3)[N:8]([CH2:17][C:18]3[C:22]4[C:23]([CH3:28])=[CH:24][C:25]([CH3:27])=[CH:26][C:21]=4[S:20][N:19]=3)[C:7]2=[O:29])[C:4]([OH:37])=[O:3])=[CH:31][CH:32]=1, predict the reactants needed to synthesize it. The reactants are: C([O:3][C:4](=[O:37])[C@H:5]([C:30]1[CH:35]=[CH:34][C:33]([Cl:36])=[CH:32][CH:31]=1)[N:6]1[C:15](=[O:16])[C:14]2[C:9](=[CH:10][CH:11]=[CH:12][CH:13]=2)[N:8]([CH2:17][C:18]2[C:22]3[C:23]([CH3:28])=[CH:24][C:25]([CH3:27])=[CH:26][C:21]=3[S:20][N:19]=2)[C:7]1=[O:29])C.[Li+].[OH-].